Dataset: Catalyst prediction with 721,799 reactions and 888 catalyst types from USPTO. Task: Predict which catalyst facilitates the given reaction. (1) Reactant: Cl[C:2]1[N:7]2[CH:8]=[CH:9][N:10]=[C:6]2[CH:5]=[C:4]([C:11]2[CH:12]=[N:13][N:14]([CH3:16])[CH:15]=2)[N:3]=1.CC1(C)C(C)(C)OB([C:25]2[CH:26]=[N:27][NH:28][CH:29]=2)O1.C([O-])([O-])=O.[K+].[K+]. Product: [CH3:16][N:14]1[CH:15]=[C:11]([C:4]2[N:3]=[C:2]([C:25]3[CH:26]=[N:27][NH:28][CH:29]=3)[N:7]3[CH:8]=[CH:9][N:10]=[C:6]3[CH:5]=2)[CH:12]=[N:13]1. The catalyst class is: 108. (2) Reactant: C(NC(C)C)(C)C.C([Li])CCC.[N:13]1([C:23]([O:25][C:26]([CH3:29])([CH3:28])[CH3:27])=[O:24])[CH2:18][CH2:17][CH:16]([C:19]([O:21][CH3:22])=[O:20])[CH2:15][CH2:14]1.Br[CH2:31][C:32]1[CH:37]=[CH:36][C:35]([F:38])=[CH:34][CH:33]=1. Product: [F:38][C:35]1[CH:36]=[CH:37][C:32]([CH2:31][C:16]2([C:19]([O:21][CH3:22])=[O:20])[CH2:15][CH2:14][N:13]([C:23]([O:25][C:26]([CH3:29])([CH3:28])[CH3:27])=[O:24])[CH2:18][CH2:17]2)=[CH:33][CH:34]=1. The catalyst class is: 7.